This data is from Reaction yield outcomes from USPTO patents with 853,638 reactions. The task is: Predict the reaction yield, written as a fraction of the theoretical maximum amount of product (1.0 means a 100% yield; for example, 0.34 means a 34% yield). (1) The reactants are OO.[C:3]([O:6]C(=O)C)(=[O:5])[CH3:4].[F:10][C:11]1[CH:16]=[CH:15][CH:14]=[C:13]([I:17])[C:12]=1[F:18]. No catalyst specified. The product is [C:3]([OH:6])(=[O:5])[CH3:4].[C:3]([OH:6])(=[O:5])[CH3:4].[F:10][C:11]1[CH:16]=[CH:15][CH:14]=[C:13]([I:17])[C:12]=1[F:18]. The yield is 0.255. (2) The reactants are [CH2:1]([P:3](=[O:17])([O:9][C:10]1[CH:15]=[CH:14][CH:13]=[CH:12][C:11]=1[Cl:16])[O:4][CH2:5][CH2:6][CH2:7][CH3:8])[CH3:2].Cl[C:19]1[CH:24]=CC=[CH:21][C:20]=1C([C:19]1[CH:24]=CC=[CH:21][C:20]=1Cl)CCCCCP(=O)([O-])[O-]. No catalyst specified. The product is [CH2:1]([P:3](=[O:17])([O:9][C:10]1[CH:15]=[CH:14][CH:13]=[CH:12][C:11]=1[Cl:16])[O:4][CH2:5][CH2:6][CH2:7][CH3:8])[CH2:2][CH2:24][CH2:19][CH2:20][CH3:21]. The yield is 0.0600. (3) The reactants are [Cl:1][C:2]1[C:7](/[C:8](/O)=[CH:9]\[C:10]2[CH:15]=[CH:14][N:13]=[C:12]([Cl:16])[N:11]=2)=[CH:6][CH:5]=[CH:4][C:3]=1[NH:18][S:19]([C:22]1[CH:27]=[C:26]([F:28])[CH:25]=[CH:24][C:23]=1[F:29])(=[O:21])=[O:20].C1C(=O)N(Br)C(=O)C1.[CH3:38][C:39]([CH3:44])([CH3:43])[C:40](=[S:42])[NH2:41]. The catalyst is CC(N(C)C)=O.CCOC(C)=O. The product is [Cl:1][C:2]1[C:7]([C:8]2[N:41]=[C:40]([C:39]([CH3:44])([CH3:43])[CH3:38])[S:42][C:9]=2[C:10]2[CH:15]=[CH:14][N:13]=[C:12]([Cl:16])[N:11]=2)=[CH:6][CH:5]=[CH:4][C:3]=1[NH:18][S:19]([C:22]1[CH:27]=[C:26]([F:28])[CH:25]=[CH:24][C:23]=1[F:29])(=[O:21])=[O:20]. The yield is 0.360. (4) The reactants are Br[CH2:2][C:3]([C:5]1[CH:10]=[CH:9][C:8]([O:11][CH2:12][CH2:13][CH2:14][CH2:15][CH2:16][CH2:17][CH3:18])=[CH:7][CH:6]=1)=O.[Br:19][C:20]1[CH:28]=[CH:27][C:23]([C:24](=[S:26])[NH2:25])=[CH:22][CH:21]=1.C(O)(C)C. The catalyst is CCO. The product is [Br:19][C:20]1[CH:28]=[CH:27][C:23]([C:24]2[S:26][CH:2]=[C:3]([C:5]3[CH:10]=[CH:9][C:8]([O:11][CH2:12][CH2:13][CH2:14][CH2:15][CH2:16][CH2:17][CH3:18])=[CH:7][CH:6]=3)[N:25]=2)=[CH:22][CH:21]=1. The yield is 0.520. (5) The reactants are [C:1]1([O:7][C:8](=[O:22])[NH:9][C@@H:10]([C:14]2[CH:19]=[CH:18][N:17]=[C:16]([Cl:20])[C:15]=2[F:21])[CH2:11][CH:12]=C)[CH:6]=[CH:5][CH:4]=[CH:3][CH:2]=1.C([Mg]Br)C=C.ClC1C(F)=C([C@H](N[S@@](C(C)(C)C)=[O:42])CC=C)C=CN=1.ClC1C(F)=C([C@@H](N[S@@](C(C)(C)C)=O)CC=C)C=CN=1.Cl.O1CCOCC1. The catalyst is C1COCC1.CO. The product is [Cl:20][C:16]1[C:15]([F:21])=[C:14]([C@H:10]([NH:9][C:8](=[O:22])[O:7][C:1]2[CH:6]=[CH:5][CH:4]=[CH:3][CH:2]=2)[CH2:11][CH:12]=[O:42])[CH:19]=[CH:18][N:17]=1. The yield is 0.400. (6) The reactants are [N:1]([CH2:4][CH2:5][O:6][CH2:7][CH2:8][OH:9])=[N+:2]=[N-:3].N1C=CC=CC=1.[C:16]1([CH3:26])[CH:21]=[CH:20][C:19]([S:22](Cl)(=[O:24])=[O:23])=[CH:18][CH:17]=1. The catalyst is C(Cl)Cl.CN(C1C=CN=CC=1)C. The product is [N:1]([CH2:4][CH2:5][O:6][CH2:7][CH2:8][O:9][S:22]([C:19]1[CH:20]=[CH:21][C:16]([CH3:26])=[CH:17][CH:18]=1)(=[O:24])=[O:23])=[N+:2]=[N-:3]. The yield is 0.780. (7) The reactants are [CH3:1][N:2]1[CH2:7][CH2:6][CH2:5][CH:4]([CH2:8][O:9][C:10]2[CH:15]=[CH:14][C:13]([NH2:16])=[CH:12][CH:11]=2)[CH2:3]1.O[CH:18]=[C:19]1[C:27]2[C:22](=[CH:23][CH:24]=[CH:25][CH:26]=2)[NH:21][C:20]1=[O:28]. No catalyst specified. The product is [CH3:1][N:2]1[CH2:7][CH2:6][CH2:5][CH:4]([CH2:8][O:9][C:10]2[CH:11]=[CH:12][C:13]([NH:16][CH:18]=[C:19]3[C:27]4[C:22](=[CH:23][CH:24]=[CH:25][CH:26]=4)[NH:21][C:20]3=[O:28])=[CH:14][CH:15]=2)[CH2:3]1. The yield is 0.810.